From a dataset of Catalyst prediction with 721,799 reactions and 888 catalyst types from USPTO. Predict which catalyst facilitates the given reaction. (1) Reactant: C(N(CC)CC)C.CN(C1C=CC=CN=1)C.[CH:17]1([C:20](Cl)=[O:21])[CH2:19][CH2:18]1.[NH2:23][C:24]1[CH:25]=[C:26]2[C:30](=[CH:31][CH:32]=1)[N:29]([CH2:33][C:34]1[CH:39]=[CH:38][CH:37]=[C:36]([O:40][CH3:41])[CH:35]=1)[C:28]([C:42]([O:44][CH2:45]C)=[O:43])=[C:27]2[C:47]1[CH:52]=[CH:51][C:50]([C:53]([CH3:56])([CH3:55])[CH3:54])=[CH:49][CH:48]=1. Product: [C:53]([C:50]1[CH:49]=[CH:48][C:47]([C:27]2[C:26]3[C:30](=[CH:31][CH:32]=[C:24]([NH:23][C:20]([CH:17]4[CH2:19][CH2:18]4)=[O:21])[CH:25]=3)[N:29]([CH2:33][C:34]3[CH:39]=[CH:38][CH:37]=[C:36]([O:40][CH3:41])[CH:35]=3)[C:28]=2[C:42]([O:44][CH3:45])=[O:43])=[CH:52][CH:51]=1)([CH3:56])([CH3:54])[CH3:55]. The catalyst class is: 4. (2) Reactant: [CH3:1][C:2]1([OH:8])[CH2:7][CH2:6][CH2:5][CH2:4][CH2:3]1.N1C=CC=CC=1.Cl[C:16]([O:18][CH2:19][Cl:20])=[O:17]. Product: [C:16](=[O:17])([O:8][C:2]1([CH3:1])[CH2:7][CH2:6][CH2:5][CH2:4][CH2:3]1)[O:18][CH2:19][Cl:20]. The catalyst class is: 4. (3) Reactant: [OH:1][C:2]1[CH:3]=[C:4]([CH:7]=[CH:8][CH:9]=1)[CH:5]=[O:6].[Br:10]Br. Product: [Br:10][C:7]1[CH:8]=[CH:9][C:2]([OH:1])=[CH:3][C:4]=1[CH:5]=[O:6]. The catalyst class is: 22. (4) Reactant: S(O)(=O)(=O)C.O1CCC=[N:7]1.[C:11]([O:16][CH2:17][CH2:18]CC)(=[O:15])C(C)O.[CH2:21]([O:28][PH:29](=[O:38])[O:30][CH2:31][C:32]1[CH:37]=[CH:36][CH:35]=[CH:34][CH:33]=1)[C:22]1[CH:27]=[CH:26][CH:25]=[CH:24][CH:23]=1.C(O)(C(F)(F)F)=O. Product: [OH:30][CH2:31][N:7]1[CH2:18][CH2:17][O:16][C:11]1=[O:15].[CH2:31]([O:30][PH:29](=[O:38])[O:28][CH2:21][C:22]1[CH:23]=[CH:24][CH:25]=[CH:26][CH:27]=1)[C:32]1[CH:33]=[CH:34][CH:35]=[CH:36][CH:37]=1. The catalyst class is: 2.